This data is from Catalyst prediction with 721,799 reactions and 888 catalyst types from USPTO. The task is: Predict which catalyst facilitates the given reaction. (1) Reactant: [NH2:1][CH2:2][C:3]1[CH:8]=[N:7][C:6]([CH3:9])=[CH:5][N:4]=1.C([N:18]=[C:19]=[S:20])(=O)C1C=CC=CC=1.N. Product: [CH3:9][C:6]1[N:7]=[CH:8][C:3]([CH2:2][NH:1][C:19]([NH2:18])=[S:20])=[N:4][CH:5]=1. The catalyst class is: 5. (2) Product: [CH2:20]([N:27]1[CH2:32][CH2:31][C:30]([C:2]2[CH:14]=[CH:13][C:5]([O:6][CH:7]3[CH2:12][CH2:11][CH2:10][CH2:9][O:8]3)=[CH:4][CH:3]=2)([OH:33])[CH2:29][CH2:28]1)[C:21]1[CH:22]=[CH:23][CH:24]=[CH:25][CH:26]=1. Reactant: Br[C:2]1[CH:14]=[CH:13][C:5]([O:6][CH:7]2[CH2:12][CH2:11][CH2:10][CH2:9][O:8]2)=[CH:4][CH:3]=1.C([Li])CCC.[CH2:20]([N:27]1[CH2:32][CH2:31][C:30](=[O:33])[CH2:29][CH2:28]1)[C:21]1[CH:26]=[CH:25][CH:24]=[CH:23][CH:22]=1.[Cl-].[NH4+]. The catalyst class is: 1. (3) Reactant: [NH2:1][C:2]1[CH:7]=[C:6](I)[C:5]([Cl:9])=[CH:4][C:3]=1[OH:10].[CH:11]1([Mg]Br)[CH2:13][CH2:12]1. Product: [NH2:1][C:2]1[CH:7]=[C:6]([CH:11]2[CH2:13][CH2:12]2)[C:5]([Cl:9])=[CH:4][C:3]=1[OH:10]. The catalyst class is: 450. (4) Reactant: [CH3:1][C:2]1[N:3]=[CH:4][NH:5][CH:6]=1.F[C:8]1[CH:13]=[C:12]([C:14]([F:17])([F:16])[F:15])[CH:11]=[C:10]([N+:18]([O-:20])=[O:19])[CH:9]=1.C([O-])([O-])=O.[Cs+].[Cs+]. Product: [CH3:1][C:2]1[N:3]=[CH:4][N:5]([C:8]2[CH:13]=[C:12]([C:14]([F:16])([F:17])[F:15])[CH:11]=[C:10]([N+:18]([O-:20])=[O:19])[CH:9]=2)[CH:6]=1. The catalyst class is: 3.